From a dataset of Catalyst prediction with 721,799 reactions and 888 catalyst types from USPTO. Predict which catalyst facilitates the given reaction. (1) Reactant: [NH2:1][NH2:2].[F:3][C:4]([F:14])([F:13])[C:5]1[CH:12]=[CH:11][C:8]([CH2:9]Br)=[CH:7][CH:6]=1. Product: [F:3][C:4]([F:14])([F:13])[C:5]1[CH:12]=[CH:11][C:8]([CH2:9][NH:1][NH2:2])=[CH:7][CH:6]=1. The catalyst class is: 5. (2) Reactant: [Br:1][C:2]1[CH:28]=[CH:27][C:5]2[N:6]([C:14]([C:16]3[CH:17]=[CH:18][C:19]4[O:24][CH2:23][C:22](=[O:25])[NH:21][C:20]=4[CH:26]=3)=[O:15])[C@@H:7]([CH2:10][C:11]([OH:13])=O)[CH2:8][O:9][C:4]=2[CH:3]=1.C1C[N:32]([P+](ON2N=NC3C=CC=CC2=3)(N2CCCC2)N2CCCC2)CC1.F[P-](F)(F)(F)(F)F.[NH4+].[Cl-].CCOC(C)=O. Product: [Br:1][C:2]1[CH:28]=[CH:27][C:5]2[N:6]([C:14]([C:16]3[CH:17]=[CH:18][C:19]4[O:24][CH2:23][C:22](=[O:25])[NH:21][C:20]=4[CH:26]=3)=[O:15])[C@@H:7]([CH2:10][C:11]([NH2:32])=[O:13])[CH2:8][O:9][C:4]=2[CH:3]=1. The catalyst class is: 2.